From a dataset of Experimentally validated miRNA-target interactions with 360,000+ pairs, plus equal number of negative samples. Binary Classification. Given a miRNA mature sequence and a target amino acid sequence, predict their likelihood of interaction. (1) The miRNA is hsa-miR-3190-3p with sequence UGUGGAAGGUAGACGGCCAGAGA. The protein sequence of the target gene is MLPNTGRLAGCTVFITGASRGIGKAIALKAAKDGANIVIAAKTAQPHPKLLGTIYTAAEEIEAVGGKALPCIVDVRDEQQISAAVEKAIKKFGGIDILVNNASAISLTNTLDTPTKRLDLMMNVNTRGTYLASKACIPYLKKSKVAHILNISPPLNLNPVWFKQHCAYTIAKYGMSMYVLGMAEEFKGEIAVNALWPKTAIHTAAMDMLGGPGIESQCRKVDIIADAAYSIFQKPKSFTGNFVIDENILKEEGIENFDVYAIKPGHPLQPDFFLDEYPEAVSKKVESTGAVPEFKEEKLQ.... Result: 0 (no interaction). (2) The miRNA is cel-miR-75-3p with sequence UUAAAGCUACCAACCGGCUUCA. The protein sequence of the target gene is MPVAATNSESAMQQVLDNLGSLPNATGAAELDLIFLRGIMESPIVRSLAKAHERLEETKLEAVRDNNLELVQEILRDLAELAEQSSTAAELARILQEPHFQSLLETHDSVASKTYETPPPSPGLDPTFSNQPVPPDAVRMVGIRKTAGEHLGVTFRVEGGELVIARILHGGMVAQQGLLHVGDIIKEVNGQPVGSDPRALQELLRSASGSVILKILPSYQEPHLPRQVFVKCHFDYDPARDSLSPCKEAGLRFNAGDLLQIVNQDDANWWQACHVEGGSAGLIPSQLLEEKRKAFVKRDL.... Result: 0 (no interaction).